Dataset: Forward reaction prediction with 1.9M reactions from USPTO patents (1976-2016). Task: Predict the product of the given reaction. (1) Given the reactants [Br:1][C:2]1[CH:3]=[CH:4][C:5]([F:19])=[C:6]([C:8]2[NH:17][C:16](=O)[C:15]3[C:10](=[N:11][CH:12]=[CH:13][N:14]=3)[N:9]=2)[CH:7]=1.[N:20]1[CH:25]=[CH:24][CH:23]=[CH:22][C:21]=1[N:26]1[CH2:31][CH2:30][NH:29][CH2:28][CH2:27]1.C(N(C1C=CN=CC=1)C1C2C(=NC=CN=2)N=C(C2C=C(Br)C=CC=2F)N=1)CCC, predict the reaction product. The product is: [Br:1][C:2]1[CH:3]=[CH:4][C:5]([F:19])=[C:6]([C:8]2[N:17]=[C:16]([N:29]3[CH2:30][CH2:31][N:26]([C:21]4[CH:22]=[CH:23][CH:24]=[CH:25][N:20]=4)[CH2:27][CH2:28]3)[C:15]3[C:10](=[N:11][CH:12]=[CH:13][N:14]=3)[N:9]=2)[CH:7]=1. (2) Given the reactants [Cl:1][C:2]1[CH:3]=[C:4]([C@H:9]([NH:12][C:13](=[O:19])[O:14][C:15]([CH3:18])([CH3:17])[CH3:16])[CH2:10][OH:11])[CH:5]=[CH:6][C:7]=1[F:8].C([O-])(O)=O.[Na+].CC(OI1(OC(C)=O)(OC(C)=O)OC(=O)C2C=CC=CC1=2)=O.S(=O)(O)[O-].[Na+], predict the reaction product. The product is: [Cl:1][C:2]1[CH:3]=[C:4]([C@H:9]([NH:12][C:13](=[O:19])[O:14][C:15]([CH3:17])([CH3:16])[CH3:18])[CH:10]=[O:11])[CH:5]=[CH:6][C:7]=1[F:8]. (3) Given the reactants [F:1][C:2]1[CH:10]=[CH:9][CH:8]=[C:7]([F:11])[C:3]=1[C:4](Cl)=[O:5].[Cl:12][C:13]1[CH:14]=[C:15]([CH:21]=[CH:22][CH:23]=1)[CH2:16][S:17][CH2:18][CH2:19][NH2:20], predict the reaction product. The product is: [Cl:12][C:13]1[CH:14]=[C:15]([CH:21]=[CH:22][CH:23]=1)[CH2:16][S:17][CH2:18][CH2:19][NH:20][C:4](=[O:5])[C:3]1[C:2]([F:1])=[CH:10][CH:9]=[CH:8][C:7]=1[F:11]. (4) Given the reactants [CH2:1]([O:3][C:4]([C@@H:6]1[CH2:10][CH:9](OS(C)(=O)=O)[CH2:8][C@H:7]1[CH2:16][O:17][C:18]([C:31]1[CH:36]=[CH:35][CH:34]=[CH:33][CH:32]=1)([C:25]1[CH:30]=[CH:29][CH:28]=[CH:27][CH:26]=1)[C:19]1[CH:24]=[CH:23][CH:22]=[CH:21][CH:20]=1)=[O:5])[CH3:2].[Br:37][C:38]1[CH:43]=[CH:42][C:41]([SH:44])=[C:40]([C:45]([F:48])([F:47])[F:46])[CH:39]=1, predict the reaction product. The product is: [CH2:1]([O:3][C:4]([C@@H:6]1[CH2:10][C@@H:9]([S:44][C:41]2[CH:42]=[CH:43][C:38]([Br:37])=[CH:39][C:40]=2[C:45]([F:48])([F:46])[F:47])[CH2:8][C@H:7]1[CH2:16][O:17][C:18]([C:19]1[CH:20]=[CH:21][CH:22]=[CH:23][CH:24]=1)([C:25]1[CH:30]=[CH:29][CH:28]=[CH:27][CH:26]=1)[C:31]1[CH:36]=[CH:35][CH:34]=[CH:33][CH:32]=1)=[O:5])[CH3:2]. (5) Given the reactants Cl.Cl.C([C@]1(C([N:14]2[CH2:19][CH2:18][N:17]([C:20]3[N:25]=[C:24]([C:26]([F:29])([F:28])[F:27])[CH:23]=[CH:22][N:21]=3)[CH2:16][CH2:15]2)=O)CC[C@@H](N)C1)(C)C.CC1C(=O)CCOC1.C(N(CC)CC)C.C(O[BH-](OC(=O)C)OC(=O)C)(=O)C.[Na+], predict the reaction product. The product is: [N:17]1([C:20]2[N:25]=[C:24]([C:26]([F:28])([F:27])[F:29])[CH:23]=[CH:22][N:21]=2)[CH2:18][CH2:19][NH:14][CH2:15][CH2:16]1.